From a dataset of Forward reaction prediction with 1.9M reactions from USPTO patents (1976-2016). Predict the product of the given reaction. (1) Given the reactants [Cl:1][C:2]1[CH:7]=[CH:6][C:5]([C:8]([C:11]2[CH:16]=[CH:15][C:14]([CH2:17][N:18]3[CH2:22][CH2:21][CH2:20][CH2:19]3)=[C:13]([F:23])[CH:12]=2)=[N:9]O)=[CH:4][CH:3]=1.[F:24][C:25]([F:38])([F:37])[C:26]1[CH:35]=[C:34]2[C:29]([C:30](Cl)=[CH:31][CH:32]=N2)=[CH:28][CH:27]=1.ClC1C=C2C(C(N)=CC[N:47]2C(C2C=CC=C(Cl)C=2)C2C=CC(CN3CCCC3)=CC=2)=CC=1, predict the reaction product. The product is: [Cl:1][C:2]1[CH:7]=[CH:6][C:5]([CH:8]([C:11]2[CH:16]=[CH:15][C:14]([CH2:17][N:18]3[CH2:22][CH2:21][CH2:20][CH2:19]3)=[C:13]([F:23])[CH:12]=2)[N:9]2[C:34]3[C:29](=[CH:28][CH:27]=[C:26]([C:25]([F:38])([F:37])[F:24])[CH:35]=3)[C:30]([NH2:47])=[CH:31][CH2:32]2)=[CH:4][CH:3]=1. (2) Given the reactants [NH2:1][C:2]1[C:3]([CH3:18])=[C:4]([C:14]([O:16][CH3:17])=[O:15])[CH:5]=[C:6]([C:8]2[CH:13]=[CH:12][CH:11]=[CH:10][CH:9]=2)[CH:7]=1.[C:19]([O-:22])(=O)[CH3:20].[K+].C(OC(=O)C)(=O)C.C1OCCOCCOCCOCCOCCOC1.C(O[N:54]=O)(C)(C)C, predict the reaction product. The product is: [C:19]([N:1]1[C:2]2[CH:7]=[C:6]([C:8]3[CH:13]=[CH:12][CH:11]=[CH:10][CH:9]=3)[CH:5]=[C:4]([C:14]([O:16][CH3:17])=[O:15])[C:3]=2[CH:18]=[N:54]1)(=[O:22])[CH3:20]. (3) Given the reactants [F:1][C:2]([F:32])([F:31])[C:3]1[CH:8]=[CH:7][C:6]([C:9]2[O:10][C:11]3[CH:17]=[CH:16][C:15]([C:18]4[CH2:23][CH2:22][N:21]([C:24]([O:26][C:27]([CH3:30])([CH3:29])[CH3:28])=[O:25])[CH2:20][CH:19]=4)=[CH:14][C:12]=3[N:13]=2)=[CH:5][CH:4]=1.OCC1(OC[C@@H](O)[C@@H](O)[C@H]1O)O, predict the reaction product. The product is: [F:32][C:2]([F:1])([F:31])[C:3]1[CH:8]=[CH:7][C:6]([C:9]2[O:10][C:11]3[CH:17]=[CH:16][C:15]([CH:18]4[CH2:23][CH2:22][N:21]([C:24]([O:26][C:27]([CH3:28])([CH3:29])[CH3:30])=[O:25])[CH2:20][CH2:19]4)=[CH:14][C:12]=3[N:13]=2)=[CH:5][CH:4]=1. (4) Given the reactants [C:1]([C:3]1[N:8]=[CH:7][C:6]([NH:9][C:10]([CH:12]2[NH:16][CH:15]([CH2:17][C:18]([CH3:21])([CH3:20])[CH3:19])[C:14]3([C:29]4[C:24](=[CH:25][C:26]([Cl:30])=[CH:27][CH:28]=4)[NH:23][C:22]3=[O:31])[CH:13]2[C:32]2[CH:37]=[CH:36][CH:35]=[C:34]([Cl:38])[C:33]=2[F:39])=[O:11])=[CH:5][CH:4]=1)#[N:2].[OH:40]O.[OH-].[Na+], predict the reaction product. The product is: [C:1]([C:3]1[N:8]=[CH:7][C:6]([NH:9][C:10]([CH:12]2[NH:16][CH:15]([CH2:17][C:18]([CH3:21])([CH3:20])[CH3:19])[C:14]3([C:29]4[C:24](=[CH:25][C:26]([Cl:30])=[CH:27][CH:28]=4)[NH:23][C:22]3=[O:31])[CH:13]2[C:32]2[CH:37]=[CH:36][CH:35]=[C:34]([Cl:38])[C:33]=2[F:39])=[O:11])=[CH:5][CH:4]=1)(=[O:40])[NH2:2].